Dataset: Peptide-MHC class I binding affinity with 185,985 pairs from IEDB/IMGT. Task: Regression. Given a peptide amino acid sequence and an MHC pseudo amino acid sequence, predict their binding affinity value. This is MHC class I binding data. (1) The MHC is HLA-B44:02 with pseudo-sequence HLA-B44:02. The peptide sequence is DEYLCVNAT. The binding affinity (normalized) is 0.209. (2) The peptide sequence is YQVPFVQAF. The MHC is HLA-B27:05 with pseudo-sequence HLA-B27:05. The binding affinity (normalized) is 0.548. (3) The peptide sequence is FQPENGQFI. The MHC is H-2-Kb with pseudo-sequence H-2-Kb. The binding affinity (normalized) is 0.0352. (4) The peptide sequence is LQYPYTKI. The MHC is H-2-Db with pseudo-sequence H-2-Db. The binding affinity (normalized) is 0. (5) The peptide sequence is QALSPRTLNAW. The MHC is HLA-B44:03 with pseudo-sequence HLA-B44:03. The binding affinity (normalized) is 0.140. (6) The peptide sequence is IGYRLGMGK. The MHC is HLA-A24:03 with pseudo-sequence HLA-A24:03. The binding affinity (normalized) is 0.0847.